Dataset: Catalyst prediction with 721,799 reactions and 888 catalyst types from USPTO. Task: Predict which catalyst facilitates the given reaction. (1) Reactant: [CH3:1][C:2]1[CH:7]=[CH:6][C:5]([N+:8]([O-])=O)=[CH:4][C:3]=1[N:11]1[CH2:27][CH2:26][C:14]2[N:15]=[C:16]([NH:19][C:20]3[CH:21]=[N:22][CH:23]=[N:24][CH:25]=3)[N:17]=[CH:18][C:13]=2[CH2:12]1.C1COCC1. Product: [NH2:8][C:5]1[CH:6]=[CH:7][C:2]([CH3:1])=[C:3]([N:11]2[CH2:27][CH2:26][C:14]3[N:15]=[C:16]([NH:19][C:20]4[CH:21]=[N:22][CH:23]=[N:24][CH:25]=4)[N:17]=[CH:18][C:13]=3[CH2:12]2)[CH:4]=1. The catalyst class is: 43. (2) Reactant: [Cl:1][C:2]1[C:3]([CH3:46])=[C:4]([C:28]2[CH:29]=[N:30][N:31]([CH:33]3[CH2:38][CH2:37][N:36](C(OC(C)(C)C)=O)[CH2:35][CH2:34]3)[CH:32]=2)[C:5]([O:26][CH3:27])=[C:6]([CH:8]([NH:10][C:11]2[N:19]=[CH:18][N:17]=[C:16]3[C:12]=2[N:13]=[CH:14][N:15]3C2CCCCO2)[CH3:9])[CH:7]=1.[C:47]([OH:53])([C:49]([F:52])([F:51])[F:50])=[O:48]. The catalyst class is: 2. Product: [F:50][C:49]([F:52])([F:51])[C:47]([OH:53])=[O:48].[F:50][C:49]([F:52])([F:51])[C:47]([OH:53])=[O:48].[F:50][C:49]([F:52])([F:51])[C:47]([OH:53])=[O:48].[Cl:1][C:2]1[C:3]([CH3:46])=[C:4]([C:28]2[CH:29]=[N:30][N:31]([CH:33]3[CH2:38][CH2:37][NH:36][CH2:35][CH2:34]3)[CH:32]=2)[C:5]([O:26][CH3:27])=[C:6]([CH:8]([NH:10][C:11]2[N:19]=[CH:18][N:17]=[C:16]3[C:12]=2[N:13]=[CH:14][NH:15]3)[CH3:9])[CH:7]=1. (3) Reactant: [NH2:1][C:2]1[C:10]2[C:5](=[CH:6][CH:7]=[C:8]([NH2:11])[CH:9]=2)[N:4]([C:12]([O:14][C:15]([CH3:18])([CH3:17])[CH3:16])=[O:13])[N:3]=1.[N:19]([CH2:22][C:23]1[CH:28]=[CH:27][CH:26]=[C:25]([O:29][CH3:30])[CH:24]=1)=[C:20]=[O:21]. The catalyst class is: 4. Product: [C:15]([O:14][C:12]([N:4]1[C:5]2[C:10](=[CH:9][C:8]([NH:11][C:20]([NH:19][CH2:22][C:23]3[CH:28]=[CH:27][CH:26]=[C:25]([O:29][CH3:30])[CH:24]=3)=[O:21])=[CH:7][CH:6]=2)[C:2]([NH2:1])=[N:3]1)=[O:13])([CH3:18])([CH3:17])[CH3:16]. (4) Reactant: [NH:1]1[CH:5]=[CH:4][N:3]=[C:2]1[CH2:6][NH:7][CH2:8][C:9]1[CH:28]=[CH:27][CH:26]=[CH:25][C:10]=1C(NCCCCN(CCC)CCC)=O.C([O:34][CH3:35])(OC)OC.C([N:43]1[CH2:49][CH2:48][CH2:47][C@@H:44]1[CH:45]=O)(OC(C)(C)C)=O.[C:50]([BH3-])#[N:51].[Na+].[C:54](O)(=O)[CH3:55]. Product: [CH2:26]([N:51]([CH2:50][CH2:54][CH3:55])[CH2:25][CH2:10][CH2:9][CH2:8][NH:7][C:35](=[O:34])[C:26]1[CH:25]=[CH:10][C:9]([CH2:8][N:7]([CH2:6][C:2]2[NH:1][CH:5]=[CH:4][N:3]=2)[CH2:45][C@H:44]2[CH2:47][CH2:48][CH2:49][NH:43]2)=[CH:28][CH:27]=1)[CH2:27][CH3:28]. The catalyst class is: 5. (5) Reactant: [CH3:1][O:2][C:3]1[CH:8]=[CH:7][C:6]([C:9]2([CH2:17][S:18][CH2:19][C:20]([O:22]CC)=[O:21])[O:14][CH2:13][C:12]([CH3:16])([CH3:15])[CH2:11][O:10]2)=[CH:5][CH:4]=1.[Li+].[OH-]. Product: [CH3:1][O:2][C:3]1[CH:8]=[CH:7][C:6]([C:9]2([CH2:17][S:18][CH2:19][C:20]([OH:22])=[O:21])[O:14][CH2:13][C:12]([CH3:16])([CH3:15])[CH2:11][O:10]2)=[CH:5][CH:4]=1. The catalyst class is: 6.